Predict the reactants needed to synthesize the given product. From a dataset of Full USPTO retrosynthesis dataset with 1.9M reactions from patents (1976-2016). (1) Given the product [F:1][C:2]1[CH:3]=[C:4]2[C:8](=[CH:9][CH:10]=1)[N:7]([CH2:11][C:12]([OH:14])=[O:13])[C:6]([CH3:15])=[C:5]2[C:16]1[C:25]2[C:20](=[CH:21][CH:22]=[CH:23][CH:24]=2)[C:19](=[O:26])[N:18]([CH2:27][C:28]([NH:32][NH2:33])=[O:30])[N:17]=1, predict the reactants needed to synthesize it. The reactants are: [F:1][C:2]1[CH:3]=[C:4]2[C:8](=[CH:9][CH:10]=1)[N:7]([CH2:11][C:12]([OH:14])=[O:13])[C:6]([CH3:15])=[C:5]2[C:16]1[C:25]2[C:20](=[CH:21][CH:22]=[CH:23][CH:24]=2)[C:19](=[O:26])[N:18]([CH2:27][C:28]([O:30]C)=O)[N:17]=1.[NH2:32][NH2:33]. (2) Given the product [CH:22]([NH:1][CH2:2][CH:3]([NH:14][C:15](=[O:21])[O:16][C:17]([CH3:18])([CH3:20])[CH3:19])[C:4]1[CH:9]=[CH:8][CH:7]=[C:6]([C:10]([F:13])([F:12])[F:11])[CH:5]=1)=[O:23], predict the reactants needed to synthesize it. The reactants are: [NH2:1][CH2:2][CH:3]([NH:14][C:15](=[O:21])[O:16][C:17]([CH3:20])([CH3:19])[CH3:18])[C:4]1[CH:9]=[CH:8][CH:7]=[C:6]([C:10]([F:13])([F:12])[F:11])[CH:5]=1.[CH:22](OC1C=CC([N+]([O-])=O)=CC=1)=[O:23]. (3) Given the product [CH2:8]([O:15][C:16]([N:18]1[CH2:23][CH2:22][N:21]([CH2:24][C:25]2([C:38]([OH:40])=[O:39])[CH2:30][CH2:29][N:28]([C:31]([O:33][C:34]([CH3:36])([CH3:37])[CH3:35])=[O:32])[CH2:27][CH2:26]2)[C:20](=[O:45])[CH2:19]1)=[O:17])[C:9]1[CH:14]=[CH:13][CH:12]=[CH:11][CH:10]=1, predict the reactants needed to synthesize it. The reactants are: FC(F)(F)C(O)=O.[CH2:8]([O:15][C:16]([N:18]1[CH2:23][CH2:22][N:21]([CH2:24][C:25]2([C:38]([O:40]C(C)(C)C)=[O:39])[CH2:30][CH2:29][N:28]([C:31]([O:33][C:34]([CH3:37])([CH3:36])[CH3:35])=[O:32])[CH2:27][CH2:26]2)[C:20](=[O:45])[CH2:19]1)=[O:17])[C:9]1[CH:14]=[CH:13][CH:12]=[CH:11][CH:10]=1.